This data is from Reaction yield outcomes from USPTO patents with 853,638 reactions. The task is: Predict the reaction yield, written as a fraction of the theoretical maximum amount of product (1.0 means a 100% yield; for example, 0.34 means a 34% yield). (1) The reactants are [S:1]1[CH:5]=[CH:4][CH:3]=[C:2]1[CH2:6][NH:7][C:8]([C:10]1[CH:25]=[C:13]2[CH:14]=[C:15]([C:19]3[CH:24]=[CH:23][CH:22]=[CH:21][CH:20]=3)[CH:16]=[C:17](I)[N:12]2[N:11]=1)=[O:9].Cl[C:27]([F:33])([F:32])C(OC)=O.[F-:34].[K+]. The catalyst is CN(C=O)C.CCOC(C)=O.[Cu]I. The product is [S:1]1[CH:5]=[CH:4][CH:3]=[C:2]1[CH2:6][NH:7][C:8]([C:10]1[CH:25]=[C:13]2[CH:14]=[C:15]([C:19]3[CH:24]=[CH:23][CH:22]=[CH:21][CH:20]=3)[CH:16]=[C:17]([C:27]([F:33])([F:34])[F:32])[N:12]2[N:11]=1)=[O:9]. The yield is 0.130. (2) The reactants are CC1(C)[O:9][C:8](=[O:10])[C:5]2([CH2:7][CH2:6]2)[C:4](=[O:11])O1.[N:13]1([C:18]2[CH:19]=[C:20]([CH:22]=[CH:23][CH:24]=2)[NH2:21])[CH:17]=[CH:16][CH:15]=[CH:14]1. The catalyst is C(O)C. The product is [N:13]1([C:18]2[CH:19]=[C:20]([N:21]3[CH2:6][CH2:7][CH:5]([C:8]([OH:9])=[O:10])[C:4]3=[O:11])[CH:22]=[CH:23][CH:24]=2)[CH:14]=[CH:15][CH:16]=[CH:17]1. The yield is 0.800. (3) The reactants are [Mg].CN(C)P(N(C)C)(N(C)C)=O.Cl[C:14]1[CH:19]=[CH:18][CH:17]=[CH:16][C:15]=1Cl.Cl[Si:22]([CH3:25])([CH3:24])[CH3:23].C([O-])(O)=O.[Na+]. No catalyst specified. The product is [CH3:23][Si:22]([CH3:25])([CH3:24])[C:14]1[CH:19]=[CH:18][CH:17]=[CH:16][C:15]=1[Si:22]([CH3:25])([CH3:24])[CH3:23]. The yield is 0.541. (4) The product is [OH:20][C:15]1[CH:16]=[CH:17][CH:18]=[CH:19][C:14]=1[C:12]1[O:11][N:10]=[C:9]([CH2:8][CH2:7][CH2:6][CH2:5][C:29]([OH:24])=[O:2])[CH:13]=1. The catalyst is O. The yield is 0.870. The reactants are [Li+].[OH-:2].CO[C:5](=O)[CH2:6][CH2:7][CH2:8][C:9]1[CH:13]=[C:12]([C:14]2[CH:19]=[CH:18][CH:17]=[CH:16][C:15]=2[O:20]C)[O:11][N:10]=1.Cl.[O:24]1[CH2:29]COCC1.